Dataset: Reaction yield outcomes from USPTO patents with 853,638 reactions. Task: Predict the reaction yield, written as a fraction of the theoretical maximum amount of product (1.0 means a 100% yield; for example, 0.34 means a 34% yield). (1) The reactants are Br[CH:2]1[CH2:5][CH2:4][CH2:3]1.[F:6][C:7]1[C:15]([F:16])=[CH:14][C:13]([OH:17])=[CH:12][C:8]=1[C:9]([OH:11])=[O:10].C(=O)([O-])[O-].[K+].[K+]. The catalyst is C(#N)C. The product is [CH:2]1([O:17][C:13]2[CH:14]=[C:15]([F:16])[C:7]([F:6])=[C:8]([CH:12]=2)[C:9]([O:11][CH:2]2[CH2:5][CH2:4][CH2:3]2)=[O:10])[CH2:5][CH2:4][CH2:3]1. The yield is 0.600. (2) The reactants are [NH2:1][C:2]1[O:6][N:5]=[C:4]([CH3:7])[C:3]=1[Br:8].[CH2:9]([C:17]1[CH:18]=[C:19]([S:22](Cl)(=[O:24])=[O:23])[S:20][CH:21]=1)[CH2:10][C:11]1[CH:16]=[CH:15][CH:14]=[CH:13][CH:12]=1. No catalyst specified. The product is [Br:8][C:3]1[C:4]([CH3:7])=[N:5][O:6][C:2]=1[NH:1][S:22]([C:19]1[S:20][CH:21]=[C:17]([CH2:9][CH2:10][C:11]2[CH:16]=[CH:15][CH:14]=[CH:13][CH:12]=2)[CH:18]=1)(=[O:23])=[O:24]. The yield is 0.320. (3) The reactants are [Al+3].[Cl-].[Cl-].[Cl-].[Cl:5][C:6]1[CH:13]=[CH:12][C:9]([CH2:10][NH2:11])=[CH:8][CH:7]=1.C([O:16][C:17]([C:19]1[C:28](=[O:29])[C:27]2[C:22](=[CH:23][N:24]=[C:25]([CH2:30][N:31]3[CH2:36][CH2:35][O:34][CH2:33][CH2:32]3)[CH:26]=2)[N:21]([CH3:37])[CH:20]=1)=O)C. The catalyst is C1(C)C=CC=CC=1.C(Cl)Cl. The product is [Cl:5][C:6]1[CH:13]=[CH:12][C:9]([CH2:10][NH:11][C:17]([C:19]2[C:28](=[O:29])[C:27]3[C:22](=[CH:23][N:24]=[C:25]([CH2:30][N:31]4[CH2:36][CH2:35][O:34][CH2:33][CH2:32]4)[CH:26]=3)[N:21]([CH3:37])[CH:20]=2)=[O:16])=[CH:8][CH:7]=1. The yield is 0.670. (4) The product is [Br:1][C:2]1[CH:3]=[C:4]2[C:8](=[C:9]([CH:11]([CH3:13])[CH3:12])[CH:10]=1)[NH:7][CH:6]=[CH:5]2. The yield is 0.360. The reactants are [Br:1][C:2]1[CH:3]=[C:4]2[C:8](=[C:9]([CH:11]([CH3:13])[CH3:12])[CH:10]=1)[NH:7][C:6](=O)[C:5]2=O.[Li+].[BH4-].C1COCC1. The catalyst is C1COCC1. (5) The reactants are [CH3:1][C:2]1[CH:10]=[CH:9][C:8]([C:11]#[C:12][CH2:13][N:14]2[CH2:20][CH2:19][CH2:18][N:17]([CH3:21])[CH2:16][CH2:15]2)=[CH:7][C:3]=1[C:4]([OH:6])=O.Cl.[NH2:23][CH2:24][C:25]1[C:26](=[O:33])[NH:27][C:28]([CH3:32])=[CH:29][C:30]=1[CH3:31].C1CN([P+](ON2N=[N:58][C:53]3[CH:54]=[CH:55][CH:56]=[CH:57][C:52]2=3)(N2CCCC2)N2CCCC2)CC1.F[P-](F)(F)(F)(F)F.[CH3:67][CH2:68]N(C(C)C)C(C)C.[CH3:76][N:77]([CH:79]=O)C. No catalyst specified. The product is [CH3:31][C:30]1[CH:29]=[C:28]([CH3:32])[NH:27][C:26](=[O:33])[C:25]=1[CH2:24][NH:23][C:4](=[O:6])[C:3]1[CH:7]=[C:8]([C:11]#[C:12][CH2:13][N:14]2[CH2:20][CH2:19][CH2:18][N:17]([CH3:21])[CH2:16][CH2:15]2)[CH:9]=[C:10]([N:58]([C@H:53]2[CH2:52][CH2:57][C@H:56]([N:77]([CH3:79])[CH3:76])[CH2:55][CH2:54]2)[CH2:67][CH3:68])[C:2]=1[CH3:1]. The yield is 0.670. (6) The reactants are [Br:1][C:2]1[N:6]([S:7]([C:10]2[CH:15]=[CH:14][CH:13]=[CH:12][CH:11]=2)(=[O:9])=[O:8])[CH:5]=[C:4]([CH2:16][NH:17][CH3:18])[CH:3]=1.[C:19](=[O:22])([O-])[OH:20].[Na+]. The catalyst is C(OCC)(=O)C. The product is [Br:1][C:2]1[N:6]([S:7]([C:10]2[CH:15]=[CH:14][CH:13]=[CH:12][CH:11]=2)(=[O:9])=[O:8])[CH:5]=[C:4]([CH2:16][N:17]([CH3:18])[C:19](=[O:22])[O:20][C:4]([CH3:16])([CH3:5])[CH3:3])[CH:3]=1. The yield is 0.730. (7) The reactants are C([C@@H]1N(C(=O)C2C=CC(OC3C=CC=CC=3)=CC=2)C[C@H](CC(C)C)NC1=O)C(C)C.[C:31]1([C@@H:37]2[NH:42][C:41](=[O:43])[C@H:40]([CH2:44][CH2:45][CH3:46])[NH:39][CH2:38]2)[CH:36]=[CH:35][CH:34]=[CH:33][CH:32]=1.[F:47][C:48]1[CH:53]=[CH:52][C:51]([C:54]2[O:58][N:57]=[C:56]([C:59](O)=[O:60])[CH:55]=2)=[CH:50][CH:49]=1. No catalyst specified. The product is [F:47][C:48]1[CH:49]=[CH:50][C:51]([C:54]2[O:58][N:57]=[C:56]([C:59]([N:39]3[CH2:38][C@H:37]([C:31]4[CH:32]=[CH:33][CH:34]=[CH:35][CH:36]=4)[NH:42][C:41](=[O:43])[C@@H:40]3[CH2:44][CH2:45][CH3:46])=[O:60])[CH:55]=2)=[CH:52][CH:53]=1. The yield is 0.400.